Predict the reaction yield, written as a fraction of the theoretical maximum amount of product (1.0 means a 100% yield; for example, 0.34 means a 34% yield). From a dataset of Reaction yield outcomes from USPTO patents with 853,638 reactions. (1) The reactants are Br[C:2]1[CH:10]=[C:9]([CH3:11])[C:8]2[N:7]([CH3:12])[C:6]3[CH2:13][CH:14]4[NH:18][CH:17]([C:5]=3[C:4]=2[C:3]=1[C:19]([O:21][C:22]([CH3:25])([CH3:24])[CH3:23])=[O:20])[CH2:16][CH2:15]4.[C:26]1([S:32]([O-:34])=[O:33])[CH:31]=[CH:30][CH:29]=[CH:28][CH:27]=1.[Na+].C(=O)([O-])[O-].[Cs+].[Cs+].CC1(C)C2C(=C(P(C3C=CC=CC=3)C3C=CC=CC=3)C=CC=2)OC2C(P(C3C=CC=CC=3)C3C=CC=CC=3)=CC=CC1=2. The catalyst is [Cl-].C([N+](CCCC)(CCCC)CCCC)CCC.C1(C)C=CC=CC=1. The product is [C:26]1([S:32]([C:2]2[CH:10]=[C:9]([CH3:11])[C:8]3[N:7]([CH3:12])[C:6]4[CH2:13][CH:14]5[NH:18][CH:17]([C:5]=4[C:4]=3[C:3]=2[C:19]([O:21][C:22]([CH3:25])([CH3:24])[CH3:23])=[O:20])[CH2:16][CH2:15]5)(=[O:34])=[O:33])[CH:31]=[CH:30][CH:29]=[CH:28][CH:27]=1. The yield is 0.410. (2) The reactants are [CH3:1][O:2][C:3]1[N:8]=[CH:7][C:6]([N:9]2[C:13]([C:14]3[CH:19]=[CH:18][CH:17]=[CH:16][N:15]=3)=[CH:12][C:11]([C:20]([OH:22])=O)=[N:10]2)=[CH:5][CH:4]=1.[NH2:23][N:24]1[CH2:29][CH2:28][CH2:27][CH2:26][CH2:25]1. No catalyst specified. The product is [N:24]1([NH:23][C:20]([C:11]2[CH:12]=[C:13]([C:14]3[CH:19]=[CH:18][CH:17]=[CH:16][N:15]=3)[N:9]([C:6]3[CH:7]=[N:8][C:3]([O:2][CH3:1])=[CH:4][CH:5]=3)[N:10]=2)=[O:22])[CH2:29][CH2:28][CH2:27][CH2:26][CH2:25]1. The yield is 0.898. (3) The reactants are N([Si](C)(C)C)=[N+:2]=[N-:3].[CH2:8]([Sn](=O)CCCC)CCC.[C:18]([C:20]1[C:24]2[CH:25]=[C:26]([O:34][CH:35]([CH3:37])[CH3:36])[C:27]([NH:29][S:30]([CH3:33])(=[O:32])=[O:31])=[CH:28][C:23]=2[O:22][C:21]=1[C:38]1[CH:43]=[CH:42][C:41]([F:44])=[CH:40][CH:39]=1)#[N:19]. The catalyst is O1CCOCC1. The product is [F:44][C:41]1[CH:40]=[CH:39][C:38]([C:21]2[O:22][C:23]3[CH:28]=[C:27]([NH:29][S:30]([CH3:33])(=[O:32])=[O:31])[C:26]([O:34][CH:35]([CH3:37])[CH3:36])=[CH:25][C:24]=3[C:20]=2[C:18]2[NH:3][N:2]=[CH:8][N:19]=2)=[CH:43][CH:42]=1. The yield is 0.220.